This data is from Forward reaction prediction with 1.9M reactions from USPTO patents (1976-2016). The task is: Predict the product of the given reaction. Given the reactants CN1CCNCC1.BrCC[N:11]1[C:15](=[O:16])[C:14]2=[CH:17][CH:18]=[CH:19][CH:20]=[C:13]2[C:12]1=[O:21].C(OCC)(=O)C, predict the reaction product. The product is: [C:15]1(=[O:16])[NH:11][C:12](=[O:21])[C:13]2=[CH:20][CH:19]=[CH:18][CH:17]=[C:14]12.